From a dataset of Full USPTO retrosynthesis dataset with 1.9M reactions from patents (1976-2016). Predict the reactants needed to synthesize the given product. (1) Given the product [CH3:19][C:20]1[CH:24]=[C:23]([CH3:25])[NH:22][C:21]=1[CH:26]=[C:11]1[C:10]2[C:14](=[CH:15][CH:16]=[CH:17][C:9]=2[C:5]2[CH:6]=[CH:7][CH:8]=[C:3]([O:2][CH3:1])[CH:4]=2)[NH:13][C:12]1=[O:18], predict the reactants needed to synthesize it. The reactants are: [CH3:1][O:2][C:3]1[CH:4]=[C:5]([C:9]2[CH:17]=[CH:16][CH:15]=[C:14]3[C:10]=2[CH2:11][C:12](=[O:18])[NH:13]3)[CH:6]=[CH:7][CH:8]=1.[CH3:19][C:20]1[CH:24]=[C:23]([CH3:25])[NH:22][C:21]=1[CH:26]=O. (2) Given the product [CH2:1]([O:3][C:4](=[O:28])[CH2:5][C:6]1[CH:7]=[C:8]([C:14]2[CH:19]=[CH:18][C:17]([C:20]([F:23])([F:21])[F:22])=[CH:16][C:15]=2[CH2:24][N:25]([C:31](=[O:32])[C:30]([CH3:35])([CH3:34])[CH3:29])[CH2:26][CH3:27])[C:9]([O:12][CH3:13])=[CH:10][CH:11]=1)[CH3:2], predict the reactants needed to synthesize it. The reactants are: [CH2:1]([O:3][C:4](=[O:28])[CH2:5][C:6]1[CH:7]=[C:8]([C:14]2[CH:19]=[CH:18][C:17]([C:20]([F:23])([F:22])[F:21])=[CH:16][C:15]=2[CH2:24][NH:25][CH2:26][CH3:27])[C:9]([O:12][CH3:13])=[CH:10][CH:11]=1)[CH3:2].[CH3:29][C:30]([CH3:35])([CH3:34])[C:31](Cl)=[O:32]. (3) Given the product [F:37][C:36]([F:38])([F:39])[C:32]1[CH:31]=[C:30]([CH:35]=[CH:34][CH:33]=1)[CH2:29][N:26]1[CH2:27][C@H:28]2[C@@H:21]([NH:20][C:18]([CH:17]3[CH2:16][CH2:15][CH2:43][CH2:42][CH2:41][CH2:40]3)=[O:19])[CH2:22][CH2:23][C@H:24]2[CH2:25]1, predict the reactants needed to synthesize it. The reactants are: C1(C2(C(O)=O)CCCC2)C=CC=CC=1.[CH3:15][CH:16](C)[CH:17]([C:40]1C=C[CH:43]=[CH:42][CH:41]=1)[C:18]([NH:20][C@@H:21]1[C@H:28]2[C@H:24]([CH2:25][N:26]([CH2:29][C:30]3[CH:35]=[CH:34][CH:33]=[C:32]([C:36]([F:39])([F:38])[F:37])[CH:31]=3)[CH2:27]2)[CH2:23][CH2:22]1)=[O:19].C(N1C[C@H]2C(N)CC[C@H]2C1)C1C=CC=CC=1. (4) Given the product [OH:29][CH2:30][C:31]1[N:4]=[C:2]([C:5]2[CH:6]=[CH:7][C:8]([CH3:28])=[C:9]([NH:11][C:12](=[O:27])[C:13]3[CH:18]=[CH:17][C:16]([O:19][CH2:20][C:21]4[CH:26]=[CH:25][CH:24]=[CH:23][N:22]=4)=[CH:15][CH:14]=3)[CH:10]=2)[NH:3][CH:32]=1, predict the reactants needed to synthesize it. The reactants are: Cl.[C:2]([C:5]1[CH:6]=[CH:7][C:8]([CH3:28])=[C:9]([NH:11][C:12](=[O:27])[C:13]2[CH:18]=[CH:17][C:16]([O:19][CH2:20][C:21]3[CH:26]=[CH:25][CH:24]=[CH:23][N:22]=3)=[CH:15][CH:14]=2)[CH:10]=1)(=[NH:4])[NH2:3].[OH:29][CH:30](O)[C:31](=O)[CH3:32].[NH4+].[OH-]. (5) Given the product [CH2:21]([O:28][C@@H:29]1[C@@H:35]([O:36][CH2:37][C:38]2[CH:43]=[CH:42][CH:41]=[CH:40][CH:39]=2)[C@H:34]([O:44][CH2:45][C:46]2[CH:47]=[CH:48][CH:49]=[CH:50][CH:51]=2)[C@@H:33]([CH2:52][O:53][CH2:54][C:55]2[CH:56]=[CH:57][CH:58]=[CH:59][CH:60]=2)[O:32][C:30]1([C:17]1[C:16]([Cl:20])=[N:15][C:14]([Cl:13])=[CH:19][N:18]=1)[OH:31])[C:22]1[CH:23]=[CH:24][CH:25]=[CH:26][CH:27]=1, predict the reactants needed to synthesize it. The reactants are: C(NC(C)C)(C)C.C([Li])CCC.[Cl:13][C:14]1[CH:19]=[N:18][CH:17]=[C:16]([Cl:20])[N:15]=1.[CH2:21]([O:28][C@@H:29]1[C@@H:35]([O:36][CH2:37][C:38]2[CH:43]=[CH:42][CH:41]=[CH:40][CH:39]=2)[C@H:34]([O:44][CH2:45][C:46]2[CH:51]=[CH:50][CH:49]=[CH:48][CH:47]=2)[C@@H:33]([CH2:52][O:53][CH2:54][C:55]2[CH:60]=[CH:59][CH:58]=[CH:57][CH:56]=2)[O:32][C:30]1=[O:31])[C:22]1[CH:27]=[CH:26][CH:25]=[CH:24][CH:23]=1.